From a dataset of Forward reaction prediction with 1.9M reactions from USPTO patents (1976-2016). Predict the product of the given reaction. (1) Given the reactants C1(C)C=CC(C(C2C=CC(C)=CC=2)S(CC(N)=O)=[O:9])=CC=1.[Br:22][C:23]1[CH:28]=[CH:27][C:26]([CH:29]([C:44]2[CH:49]=[CH:48][C:47]([Br:50])=[CH:46][CH:45]=2)[S:30][CH2:31][C:32]([NH:34][CH2:35][CH2:36][CH2:37][C:38]2[CH:43]=[CH:42][CH:41]=[CH:40][CH:39]=2)=[O:33])=[CH:25][CH:24]=1, predict the reaction product. The product is: [Br:22][C:23]1[CH:28]=[CH:27][C:26]([CH:29]([C:44]2[CH:45]=[CH:46][C:47]([Br:50])=[CH:48][CH:49]=2)[S:30]([CH2:31][C:32]([NH:34][CH2:35][CH2:36][CH2:37][C:38]2[CH:43]=[CH:42][CH:41]=[CH:40][CH:39]=2)=[O:33])=[O:9])=[CH:25][CH:24]=1. (2) Given the reactants [F:1][C:2]1[C:10]([CH3:11])=[C:9]([F:12])[CH:8]=[CH:7][C:3]=1[C:4](Cl)=[O:5].[BH4-].[Na+], predict the reaction product. The product is: [F:1][C:2]1[C:10]([CH3:11])=[C:9]([F:12])[CH:8]=[CH:7][C:3]=1[CH2:4][OH:5].